Dataset: Full USPTO retrosynthesis dataset with 1.9M reactions from patents (1976-2016). Task: Predict the reactants needed to synthesize the given product. Given the product [OH:17][C:18]1[C:23]([CH3:24])=[C:22]([O:25][CH2:2][CH2:3][CH2:4][CH2:5][N:6]2[CH:10]=[C:9]([C:11]3[CH:16]=[CH:15][CH:14]=[CH:13][CH:12]=3)[N:8]=[CH:7]2)[CH:21]=[CH:20][C:19]=1[C:26](=[O:31])[CH2:27][CH:28]([CH3:29])[CH3:30], predict the reactants needed to synthesize it. The reactants are: Br[CH2:2][CH2:3][CH2:4][CH2:5][N:6]1[CH:10]=[C:9]([C:11]2[CH:16]=[CH:15][CH:14]=[CH:13][CH:12]=2)[N:8]=[CH:7]1.[OH:17][C:18]1[C:23]([CH3:24])=[C:22]([OH:25])[CH:21]=[CH:20][C:19]=1[C:26](=[O:31])[CH2:27][CH:28]([CH3:30])[CH3:29].